Dataset: Catalyst prediction with 721,799 reactions and 888 catalyst types from USPTO. Task: Predict which catalyst facilitates the given reaction. (1) Reactant: [CH3:1][O:2][C:3]1[CH:4]=[C:5]2[C:10](=[CH:11][C:12]=1[O:13][CH3:14])[N:9]=[CH:8][CH:7]=[C:6]2[O:15][C:16]1[CH:22]=[CH:21][C:19]([NH2:20])=[C:18]([F:23])[CH:17]=1.C(N(C(C)C)CC)(C)C.ClC(Cl)(O[C:37](=[O:43])OC(Cl)(Cl)Cl)Cl.[NH2:45][C:46]1[S:47][C:48]([CH2:51][CH3:52])=[N:49][N:50]=1. Product: [CH3:1][O:2][C:3]1[CH:4]=[C:5]2[C:10](=[CH:11][C:12]=1[O:13][CH3:14])[N:9]=[CH:8][CH:7]=[C:6]2[O:15][C:16]1[CH:22]=[CH:21][C:19]([NH:20][C:37]([NH:45][C:46]2[S:47][C:48]([CH2:51][CH3:52])=[N:49][N:50]=2)=[O:43])=[C:18]([F:23])[CH:17]=1. The catalyst class is: 146. (2) The catalyst class is: 2. Product: [C:1]1([C:7]2[C:8](=[N:13][NH:14][C:15]3[CH:16]=[CH:17][CH:18]=[CH:19][CH:20]=3)[C:9]([NH:12][C:22](=[O:29])[C:23]3[CH:28]=[CH:27][CH:26]=[N:25][CH:24]=3)=[N:10][N:11]=2)[CH:2]=[CH:3][CH:4]=[CH:5][CH:6]=1. Reactant: [C:1]1([C:7]2[C:8](=[N:13][NH:14][C:15]3[CH:20]=[CH:19][CH:18]=[CH:17][CH:16]=3)[C:9]([NH2:12])=[N:10][N:11]=2)[CH:6]=[CH:5][CH:4]=[CH:3][CH:2]=1.Cl.[C:22](Cl)(=[O:29])[C:23]1[CH:28]=[CH:27][CH:26]=[N:25][CH:24]=1.C(N(CC)CC)C. (3) Reactant: [Br-].[C:2]([CH2:5][CH2:6][P+](C1C=CC=CC=1)(C1C=CC=CC=1)C1C=CC=CC=1)([OH:4])=[O:3].[CH3:26][C:27]1[CH:34]=[C:33]([CH3:35])[CH:32]=[CH:31][C:28]=1[CH:29]=O.CC(C)([O-])C.[K+].O. Product: [CH3:26][C:27]1[CH:34]=[C:33]([CH3:35])[CH:32]=[CH:31][C:28]=1[CH:29]=[CH:6][CH2:5][C:2]([OH:4])=[O:3]. The catalyst class is: 7.